Dataset: Full USPTO retrosynthesis dataset with 1.9M reactions from patents (1976-2016). Task: Predict the reactants needed to synthesize the given product. (1) Given the product [OH:1][CH:2]1[CH2:5][CH:4]([C:6]([O:8][CH3:9])=[O:7])[CH2:3]1, predict the reactants needed to synthesize it. The reactants are: [O:1]=[C:2]1[CH2:5][CH:4]([C:6]([O:8][CH3:9])=[O:7])[CH2:3]1.[BH4-].[Na+]. (2) Given the product [Cl:11][C:9]1[CH:10]=[C:5]2[NH:3][N:2]=[C:12]([CH2:13][C:14]3[CH:19]=[CH:18][CH:17]=[CH:16][C:15]=3[F:20])[C:6]2=[N:7][CH:8]=1, predict the reactants needed to synthesize it. The reactants are: O.[NH2:2][NH2:3].Cl[C:5]1[C:6]([C:12](=O)[CH2:13][C:14]2[CH:19]=[CH:18][CH:17]=[CH:16][C:15]=2[F:20])=[N:7][CH:8]=[C:9]([Cl:11])[CH:10]=1.